This data is from Catalyst prediction with 721,799 reactions and 888 catalyst types from USPTO. The task is: Predict which catalyst facilitates the given reaction. (1) Reactant: [C:1]([O:4][C:5](=[O:7])[CH3:6])(=[O:3])[CH3:2].N1[CH:13]=[CH:12][CH:11]=CC=1.S(=O)(=O)(O)O.[C:19]([O-:22])(=[O:21])[CH3:20].[Na+]. Product: [C:1]([O:4][CH:5]1[O:7][C@H:12]([CH3:11])[C@@H:13]([O:4][C:1](=[O:3])[CH3:2])[C@H:6]1[O:21][C:19](=[O:22])[CH3:20])(=[O:3])[CH3:2]. The catalyst class is: 15. (2) Reactant: [CH2:1]([O:3][CH:4]([CH2:10][C:11]1[CH:16]=[CH:15][C:14]([OH:17])=[CH:13][CH:12]=1)[C:5]([O:7][CH2:8][CH3:9])=[O:6])[CH3:2].[CH2:18](O)[CH2:19][CH2:20][CH2:21][CH2:22][CH2:23][CH2:24][CH2:25]CC. Product: [CH2:1]([O:3][C@@H:4]([CH2:10][C:11]1[CH:12]=[CH:13][C:14]([OH:17])=[CH:15][CH:16]=1)[C:5]([O:7][CH2:8][CH2:9][CH2:18][CH2:19][CH2:20][CH2:21][CH2:22][CH2:23][CH2:24][CH3:25])=[O:6])[CH3:2].[CH2:1]([O:3][C@H:4]([CH2:10][C:11]1[CH:12]=[CH:13][C:14]([OH:17])=[CH:15][CH:16]=1)[C:5]([O:7][CH2:8][CH3:9])=[O:6])[CH3:2]. The catalyst class is: 194. (3) Reactant: Cl.[NH2:2][C:3]1[N:4]=[C:5]([C:12]([C:14]2[CH:19]=[CH:18][C:17]([N+:20]([O-:22])=[O:21])=[C:16]([O:23][CH3:24])[CH:15]=2)=[O:13])[N:6]2[CH:11]=[CH:10][CH:9]=[CH:8][C:7]=12.[F:25][C:26]([F:37])([F:36])[C:27](O[C:27](=[O:28])[C:26]([F:37])([F:36])[F:25])=[O:28].C(N(CC)CC)C. The catalyst class is: 26. Product: [F:25][C:26]([F:37])([F:36])[C:27]([NH:2][C:3]1[N:4]=[C:5]([C:12](=[O:13])[C:14]2[CH:19]=[CH:18][C:17]([N+:20]([O-:22])=[O:21])=[C:16]([O:23][CH3:24])[CH:15]=2)[N:6]2[CH:11]=[CH:10][CH:9]=[CH:8][C:7]=12)=[O:28].